From a dataset of Full USPTO retrosynthesis dataset with 1.9M reactions from patents (1976-2016). Predict the reactants needed to synthesize the given product. (1) Given the product [Br:1][C:2]1[C:3]([F:11])=[C:4]([CH2:5][NH2:7])[CH:8]=[CH:9][CH:10]=1, predict the reactants needed to synthesize it. The reactants are: [Br:1][C:2]1[C:3]([F:11])=[C:4]([CH:8]=[CH:9][CH:10]=1)[C:5]([NH2:7])=O.S(C)C. (2) The reactants are: [Br:1][C:2]1[CH:15]=[CH:14][C:5]([CH:6](O)[C:7]2[CH:12]=[CH:11][CH:10]=[CH:9][CH:8]=2)=[CH:4][CH:3]=1.II.P(O)(O)O. Given the product [CH:10]1[CH:9]=[CH:8][C:7]([CH2:6][C:5]2[CH:4]=[CH:3][C:2]([Br:1])=[CH:15][CH:14]=2)=[CH:12][CH:11]=1, predict the reactants needed to synthesize it. (3) Given the product [Cl:11][C:8]1[CH:9]=[CH:10][C:4]2[S:3][C:2]([C:16]3[CH:17]=[CH:18][C:13]([CH3:12])=[CH:14][CH:15]=3)=[CH:6][C:5]=2[CH:7]=1, predict the reactants needed to synthesize it. The reactants are: Br[C:2]1[S:3][C:4]2[CH:10]=[CH:9][C:8]([Cl:11])=[CH:7][C:5]=2[CH:6]=1.[CH3:12][C:13]1[CH:18]=[CH:17][C:16](B(O)O)=[CH:15][CH:14]=1. (4) Given the product [CH3:18][C:19]1[CH:24]=[C:23]([CH3:25])[CH:22]=[CH:21][C:20]=1[N:26]1[CH2:27][CH2:28][N:29]([C:12]([C:11]2[CH:10]=[CH:9][C:8]([CH2:7][N:3]3[CH2:4][CH2:5][CH2:6][S:2]3(=[O:1])=[O:17])=[CH:16][CH:15]=2)=[O:14])[CH2:30][CH2:31]1, predict the reactants needed to synthesize it. The reactants are: [O:1]=[S:2]1(=[O:17])[CH2:6][CH2:5][CH2:4][N:3]1[CH2:7][C:8]1[CH:16]=[CH:15][C:11]([C:12]([OH:14])=O)=[CH:10][CH:9]=1.[CH3:18][C:19]1[CH:24]=[C:23]([CH3:25])[CH:22]=[CH:21][C:20]=1[N:26]1[CH2:31][CH2:30][NH:29][CH2:28][CH2:27]1.ON1C2C=CC=CC=2N=N1.Cl.C(N=C=NCCCN(C)C)C. (5) Given the product [CH2:1]([N:24]1[C:22](=[O:23])[C:21]2[C:28]([C:30]3[C:31](=[CH:32][CH2:33][C:34]4[C:38]=3[N:37]=[CH:36][CH:35]=4)[C:13]3[C:14]=2[C:15]2[CH2:16][C:17](=[O:10])[CH:18]=[CH:19][C:20]=2[N:12]=3)=[CH:27]1)[CH3:2], predict the reactants needed to synthesize it. The reactants are: [CH3:1][C:2]([O-])(C)C.[K+].C1C[O:10]CC1.[NH:12]1[C:20]2[C:15](=[CH:16][CH:17]=[CH:18][CH:19]=2)[C:14]([CH2:21][C:22]([NH2:24])=[O:23])=[CH:13]1.CO[C:27](=O)[C:28]([C:30]1[CH:31]=[CH:32][CH:33]=[C:34]2[C:38]=1[N:37](CC)[CH:36]=[CH:35]2)=O.Cl.